From a dataset of Full USPTO retrosynthesis dataset with 1.9M reactions from patents (1976-2016). Predict the reactants needed to synthesize the given product. (1) Given the product [Cl:1][C:2]1[CH:11]=[C:10]2[C:5]([C:6]([C:28]3[CH:29]=[C:30](/[CH:34]=[CH:35]/[C:36]([OH:38])=[O:37])[CH:31]=[CH:32][CH:33]=3)=[C:7]([CH2:13][C:14]([NH:16][C:17]3[CH:22]=[CH:21][C:20]([Cl:23])=[CH:19][C:18]=3[C:24]([F:25])([F:27])[F:26])=[O:15])[C:8](=[O:12])[O:9]2)=[CH:4][C:3]=1[CH3:41], predict the reactants needed to synthesize it. The reactants are: [Cl:1][C:2]1[CH:11]=[C:10]2[C:5]([C:6]([C:28]3[CH:29]=[C:30](/[CH:34]=[CH:35]/[C:36]([O:38]CC)=[O:37])[CH:31]=[CH:32][CH:33]=3)=[C:7]([CH2:13][C:14]([NH:16][C:17]3[CH:22]=[CH:21][C:20]([Cl:23])=[CH:19][C:18]=3[C:24]([F:27])([F:26])[F:25])=[O:15])[C:8](=[O:12])[O:9]2)=[CH:4][C:3]=1[CH3:41].[OH-].[Na+].Cl. (2) Given the product [CH2:2]([N:9]1[CH2:10][CH2:11][C:12]2([N:20]3[N:21]=[C:24]([C:30]4[CH:35]=[CH:34][C:33]([O:36][C:37]5[CH:42]=[CH:41][CH:40]=[CH:39][CH:38]=5)=[CH:32][CH:31]=4)[C:25]([C:26]#[N:27])=[C:28]3[NH:29][C:15]2=[O:17])[CH2:13][CH2:14]1)[C:3]1[CH:4]=[CH:5][CH:6]=[CH:7][CH:8]=1, predict the reactants needed to synthesize it. The reactants are: Cl.[CH2:2]([N:9]1[CH2:14][CH2:13][C:12]([NH:20][NH2:21])([C:15]([O:17]CC)=O)[CH2:11][CH2:10]1)[C:3]1[CH:8]=[CH:7][CH:6]=[CH:5][CH:4]=1.CO[C:24]([C:30]1[CH:35]=[CH:34][C:33]([O:36][C:37]2[CH:42]=[CH:41][CH:40]=[CH:39][CH:38]=2)=[CH:32][CH:31]=1)=[C:25]([C:28]#[N:29])[C:26]#[N:27].C([O-])([O-])=O.[K+].[K+]. (3) Given the product [Br:1][C:2]1[CH:3]=[C:4]2[C:9](=[CH:10][CH:11]=1)[CH:8]=[C:7]([CH2:12][O:13][Si:19]([C:22]([CH3:25])([CH3:24])[CH3:23])([CH3:21])[CH3:20])[CH:6]=[CH:5]2, predict the reactants needed to synthesize it. The reactants are: [Br:1][C:2]1[CH:3]=[C:4]2[C:9](=[CH:10][CH:11]=1)[CH:8]=[C:7]([CH2:12][OH:13])[CH:6]=[CH:5]2.N1C=CN=C1.[Si:19](Cl)([C:22]([CH3:25])([CH3:24])[CH3:23])([CH3:21])[CH3:20]. (4) Given the product [F:1][C:2]1[CH:10]=[C:6]([C:7]([NH:19][C:20]([C:23]2[CH:32]=[CH:31][C:26]([C:27]([OH:29])=[O:28])=[CH:25][CH:24]=2)([CH3:22])[CH3:21])=[O:9])[C:5]([O:11][C:12]2[CH:17]=[CH:16][C:15]([F:18])=[CH:14][CH:13]=2)=[N:4][CH:3]=1, predict the reactants needed to synthesize it. The reactants are: [F:1][C:2]1[CH:3]=[N:4][C:5]([O:11][C:12]2[CH:17]=[CH:16][C:15]([F:18])=[CH:14][CH:13]=2)=[C:6]([CH:10]=1)[C:7]([OH:9])=O.[NH2:19][C:20]([C:23]1[CH:32]=[CH:31][C:26]([C:27]([O:29]C)=[O:28])=[CH:25][CH:24]=1)([CH3:22])[CH3:21].